This data is from Reaction yield outcomes from USPTO patents with 853,638 reactions. The task is: Predict the reaction yield, written as a fraction of the theoretical maximum amount of product (1.0 means a 100% yield; for example, 0.34 means a 34% yield). The reactants are Br[C:2]1[CH:3]=[C:4]2[C:8](=[CH:9][C:10]=1[CH3:11])[N:7]([C:12]1[CH:17]=[CH:16][C:15]([F:18])=[CH:14][CH:13]=1)[N:6]=[CH:5]2.[CH3:19][OH:20].C(N(CC)CC)C.CN([CH:31]=[O:32])C. The catalyst is CC([O-])=O.CC([O-])=O.[Pd+2].C1C=CC(P(C2C=CC=CC=2)[C-]2C=CC=C2)=CC=1.C1C=CC(P(C2C=CC=CC=2)[C-]2C=CC=C2)=CC=1.[Fe+2]. The product is [F:18][C:15]1[CH:16]=[CH:17][C:12]([N:7]2[C:8]3[C:4](=[CH:3][C:2]([C:19]([O:32][CH3:31])=[O:20])=[C:10]([CH3:11])[CH:9]=3)[CH:5]=[N:6]2)=[CH:13][CH:14]=1. The yield is 0.930.